Dataset: Reaction yield outcomes from USPTO patents with 853,638 reactions. Task: Predict the reaction yield, written as a fraction of the theoretical maximum amount of product (1.0 means a 100% yield; for example, 0.34 means a 34% yield). (1) The reactants are [CH3:1][O:2][C:3](=[O:27])[C@H:4]([NH:8][S:9]([C:12]1[CH:17]=[CH:16][C:15]([O:18][CH2:19][C:20]2[CH:25]=[CH:24][C:23]([F:26])=[CH:22][CH:21]=2)=[CH:14][CH:13]=1)(=[O:11])=[O:10])[C@@H:5]([OH:7])[CH3:6].[CH2:28](I)[CH:29]=[CH2:30].C(=O)([O-])[O-].[Cs+].[Cs+].C(OCC)C. The catalyst is CN(C)C=O. The product is [CH3:1][O:2][C:3](=[O:27])[C@H:4]([N:8]([CH2:30][CH:29]=[CH2:28])[S:9]([C:12]1[CH:17]=[CH:16][C:15]([O:18][CH2:19][C:20]2[CH:21]=[CH:22][C:23]([F:26])=[CH:24][CH:25]=2)=[CH:14][CH:13]=1)(=[O:11])=[O:10])[C@@H:5]([OH:7])[CH3:6]. The yield is 0.770. (2) The reactants are [CH3:1][C:2]1[O:6][C:5]([C:7]2[CH:12]=[CH:11][CH:10]=[CH:9][CH:8]=2)=[N:4][C:3]=1[CH2:13][O:14][C:15]1[CH:33]=[CH:32][C:18]([CH2:19][O:20][C:21]2[CH:26]=[CH:25][C:24]([CH2:27][C:28]([O:30]C)=[O:29])=[CH:23][CH:22]=2)=[CH:17][CH:16]=1.O1CCCC1.[OH-].[Na+].Cl. The catalyst is O.CO. The product is [CH3:1][C:2]1[O:6][C:5]([C:7]2[CH:8]=[CH:9][CH:10]=[CH:11][CH:12]=2)=[N:4][C:3]=1[CH2:13][O:14][C:15]1[CH:33]=[CH:32][C:18]([CH2:19][O:20][C:21]2[CH:22]=[CH:23][C:24]([CH2:27][C:28]([OH:30])=[O:29])=[CH:25][CH:26]=2)=[CH:17][CH:16]=1. The yield is 0.870. (3) The catalyst is C(Cl)Cl. The reactants are [C:1](Cl)([CH3:3])=[O:2].[CH3:5][N:6]([CH3:23])[C:7]1[CH:16]=[CH:15][C:14]2[C:9](=[CH:10][CH:11]=[C:12]([C:17]#[C:18][Si](C)(C)C)[CH:13]=2)[CH:8]=1.[Al+3].[Cl-].[Cl-].[Cl-]. The yield is 0.640. The product is [CH3:5][N:6]([CH3:23])[C:7]1[CH:8]=[C:9]2[C:14](=[CH:15][CH:16]=1)[CH:13]=[C:12]([C:17]#[C:18][C:1](=[O:2])[CH3:3])[CH:11]=[CH:10]2. (4) The reactants are Cl[CH2:2][CH2:3][C:4]([C:6]1[S:10][C:9]2[CH2:11][CH2:12][CH2:13][CH2:14][C:8]=2[CH:7]=1)=[O:5].S(=O)(=O)(O)O. No catalyst specified. The product is [CH2:2]1[C:7]2[C:8]3[CH2:14][CH2:13][CH2:12][CH2:11][C:9]=3[S:10][C:6]=2[C:4](=[O:5])[CH2:3]1. The yield is 0.470. (5) The reactants are [C:1]([C:4]1[CH:28]=[CH:27][C:7]([O:8][CH2:9][C:10]2[CH:15]=[CH:14][C:13]([CH:16]([OH:26])[C:17]3[CH:18]=[C:19]([CH:23]=[CH:24][CH:25]=3)[C:20]([OH:22])=[O:21])=[CH:12][CH:11]=2)=[C:6]([CH2:29][CH2:30][CH3:31])[C:5]=1[OH:32])(=[O:3])[CH3:2].O1CCCC1.C(C(CCCC)C([O-])=O)C.[Na+:48]. The catalyst is C(OCC)(=O)C. The product is [C:1]([C:4]1[CH:28]=[CH:27][C:7]([O:8][CH2:9][C:10]2[CH:11]=[CH:12][C:13]([CH:16]([OH:26])[C:17]3[CH:18]=[C:19]([CH:23]=[CH:24][CH:25]=3)[C:20]([O-:22])=[O:21])=[CH:14][CH:15]=2)=[C:6]([CH2:29][CH2:30][CH3:31])[C:5]=1[OH:32])(=[O:3])[CH3:2].[Na+:48]. The yield is 0.940. (6) The reactants are [CH3:1][C@:2]12[CH2:19][CH2:18][C@H:17]3[C@@H:7]([CH2:8][CH2:9][C@@H:10]4[C@:15]3([CH3:16])[CH2:14][CH:13]=[CH:12][CH2:11]4)[C@@H:6]1[CH2:5][CH2:4][C:3]2=[O:20].C1C=C(Cl)C=C(C(OO)=[O:29])C=1. The catalyst is ClCCl. The product is [O:29]1[C@H:12]2[CH2:11][CH:10]3[C@:15]([CH3:16])([CH2:14][C@@H:13]12)[C@@H:17]1[C@H:7]([C@H:6]2[C@@:2]([CH2:19][CH2:18]1)([CH3:1])[C:3](=[O:20])[CH2:4][CH2:5]2)[CH2:8][CH2:9]3. The yield is 0.780. (7) The reactants are [Br:1][C:2]1[N:3]([C:8]2[C:17]3[C:12](=[CH:13][CH:14]=[CH:15][CH:16]=3)[C:11]([CH:18]3[CH2:20][CH2:19]3)=[CH:10][CH:9]=2)[C:4]([SH:7])=[N:5][N:6]=1.Br[C:22]1([C:26]([O:28][CH2:29][CH3:30])=[O:27])[CH2:25][CH2:24][CH2:23]1.C(N(C(C)C)CC)(C)C. The catalyst is CN(C=O)C. The product is [Br:1][C:2]1[N:3]([C:8]2[C:17]3[C:12](=[CH:13][CH:14]=[CH:15][CH:16]=3)[C:11]([CH:18]3[CH2:20][CH2:19]3)=[CH:10][CH:9]=2)[C:4]([S:7][C:22]2([C:26]([O:28][CH2:29][CH3:30])=[O:27])[CH2:25][CH2:24][CH2:23]2)=[N:5][N:6]=1. The yield is 0.550.